From a dataset of Catalyst prediction with 721,799 reactions and 888 catalyst types from USPTO. Predict which catalyst facilitates the given reaction. Reactant: [CH3:1][O:2][C:3]1[CH:8]=[C:7]([N+:9]([O-])=O)[CH:6]=[CH:5][C:4]=1[CH2:12][C:13]([O:15][CH3:16])=[O:14]. Product: [NH2:9][C:7]1[CH:6]=[CH:5][C:4]([CH2:12][C:13]([O:15][CH3:16])=[O:14])=[C:3]([O:2][CH3:1])[CH:8]=1. The catalyst class is: 19.